Task: Predict the reaction yield, written as a fraction of the theoretical maximum amount of product (1.0 means a 100% yield; for example, 0.34 means a 34% yield).. Dataset: Reaction yield outcomes from USPTO patents with 853,638 reactions (1) The yield is 0.580. The product is [NH2:1][C:2]1[C:3]([C:14]([NH:18][NH2:19])=[O:16])=[N:4][C:5]([C:8]2[CH:9]=[N:10][CH:11]=[CH:12][CH:13]=2)=[CH:6][N:7]=1. The catalyst is O. The reactants are [NH2:1][C:2]1[C:3]([C:14]([O:16]C)=O)=[N:4][C:5]([C:8]2[CH:9]=[N:10][CH:11]=[CH:12][CH:13]=2)=[CH:6][N:7]=1.[NH2:18][NH2:19].CO. (2) The reactants are [Cl:1][C:2]1[C:3]([O:12][C:13]2[CH:18]=[C:17]([O:19][CH2:20][CH2:21][O:22][CH3:23])[CH:16]=[CH:15][C:14]=2[CH2:24][CH2:25][CH2:26][NH2:27])=[N:4][CH:5]=[C:6]([C:8]([F:11])([F:10])[F:9])[CH:7]=1.N1C=CC=CC=1.[CH3:34][CH:35]([S:37](Cl)(=[O:39])=[O:38])[CH3:36].Cl. The catalyst is C(OCC)(=O)C. The product is [Cl:1][C:2]1[C:3]([O:12][C:13]2[CH:18]=[C:17]([O:19][CH2:20][CH2:21][O:22][CH3:23])[CH:16]=[CH:15][C:14]=2[CH2:24][CH2:25][CH2:26][NH:27][S:37]([CH:35]([CH3:36])[CH3:34])(=[O:39])=[O:38])=[N:4][CH:5]=[C:6]([C:8]([F:9])([F:11])[F:10])[CH:7]=1. The yield is 0.0600. (3) The product is [CH3:23][O:24][C:25](=[O:46])[CH2:26][S:27][CH2:28][CH2:29][CH2:30][S:31][C@H:32]1[C:36](=[O:37])[CH2:35][C@@H:34]([O:38][Si:39]([C:42]([CH3:43])([CH3:45])[CH3:44])([CH3:41])[CH3:40])[C@@H:33]1/[CH:21]=[CH:20]/[C@@H:14]([O:13][Si:10]([C:6]([CH3:7])([CH3:9])[CH3:8])([CH3:11])[CH3:12])[CH2:15][CH2:16][CH2:17][CH2:18][CH3:19]. The reactants are C([Li])(C)(C)C.[C:6]([Si:10]([O:13][C@H:14](/[CH:20]=[CH:21]/I)[CH2:15][CH2:16][CH2:17][CH2:18][CH3:19])([CH3:12])[CH3:11])([CH3:9])([CH3:8])[CH3:7].[CH3:23][O:24][C:25](=[O:46])[CH2:26][S:27][CH2:28][CH2:29][CH2:30][S:31][C:32]1[C:36](=[O:37])[CH2:35][C@@H:34]([O:38][Si:39]([C:42]([CH3:45])([CH3:44])[CH3:43])([CH3:41])[CH3:40])[CH:33]=1.[NH4+].[Cl-]. The yield is 0.390. The catalyst is CCCCC.CCOCC.C1COCC1. (4) The reactants are [CH3:1][O:2][C:3]1[CH:8]=[CH:7][C:6]([N:9]2[C:13]3[C:14](=[O:31])[N:15]([C:18]4[CH:23]=[CH:22][C:21]([N:24]5[CH:29]=[CH:28][CH:27]=[CH:26][C:25]5=[O:30])=[CH:20][CH:19]=4)[CH2:16][CH2:17][C:12]=3[C:11]([C:32]([O:34]CC)=[O:33])=[N:10]2)=[CH:5][CH:4]=1.[OH-].[Li+].CO.Cl. The catalyst is O.C1COCC1. The product is [CH3:1][O:2][C:3]1[CH:8]=[CH:7][C:6]([N:9]2[C:13]3[C:14](=[O:31])[N:15]([C:18]4[CH:19]=[CH:20][C:21]([N:24]5[CH:29]=[CH:28][CH:27]=[CH:26][C:25]5=[O:30])=[CH:22][CH:23]=4)[CH2:16][CH2:17][C:12]=3[C:11]([C:32]([OH:34])=[O:33])=[N:10]2)=[CH:5][CH:4]=1. The yield is 0.790.